From a dataset of Full USPTO retrosynthesis dataset with 1.9M reactions from patents (1976-2016). Predict the reactants needed to synthesize the given product. Given the product [Br:8][C:6]1[N:7]=[C:2]([C:24]#[C:23][Si:20]([CH3:22])([CH3:21])[CH3:19])[C:3]([NH2:9])=[N:4][CH:5]=1, predict the reactants needed to synthesize it. The reactants are: Br[C:2]1[C:3]([NH2:9])=[N:4][CH:5]=[C:6]([Br:8])[N:7]=1.C(N(C(C)C)CC)(C)C.[CH3:19][Si:20]([C:23]#[CH:24])([CH3:22])[CH3:21].